Dataset: Full USPTO retrosynthesis dataset with 1.9M reactions from patents (1976-2016). Task: Predict the reactants needed to synthesize the given product. (1) Given the product [CH2:1]([S:3][C:4]1[CH:9]=[CH:8][CH:7]=[CH:6][C:5]=1[C:20]1[CH:21]=[CH:22][C:23]2[N:24]([CH:27]=[C:28]([C:30]([F:31])([F:33])[F:32])[N:29]=2)[C:25]=1[CH3:26])[CH3:2], predict the reactants needed to synthesize it. The reactants are: [CH2:1]([S:3][C:4]1[CH:9]=[CH:8][CH:7]=[CH:6][C:5]=1B1OC(C)(C)C(C)(C)O1)[CH3:2].Br[C:20]1[CH:21]=[CH:22][C:23]2[N:24]([CH:27]=[C:28]([C:30]([F:33])([F:32])[F:31])[N:29]=2)[C:25]=1[CH3:26].P([O-])([O-])([O-])=O.[K+].[K+].[K+].O1CCOCC1. (2) Given the product [CH2:1]([O:3][C:4]1[CH:5]=[C:6]([C:13]2[O:17][N:16]=[C:15]([C:18]3[CH:19]=[CH:20][CH:21]=[C:22]4[C:26]=3[NH:25][CH:24]=[C:23]4[CH2:27][CH2:28][C:29]([OH:31])=[O:30])[N:14]=2)[CH:7]=[CH:8][C:9]=1[O:10][CH2:11][CH3:12])[CH3:2], predict the reactants needed to synthesize it. The reactants are: [CH2:1]([O:3][C:4]1[CH:5]=[C:6]([C:13]2[O:17][N:16]=[C:15]([C:18]3[CH:19]=[CH:20][CH:21]=[C:22]4[C:26]=3[NH:25][CH:24]=[C:23]4[CH2:27][CH2:28][C:29]([O:31]CC)=[O:30])[N:14]=2)[CH:7]=[CH:8][C:9]=1[O:10][CH2:11][CH3:12])[CH3:2].[OH-].[Na+]. (3) Given the product [C:12]([C:11]1[C:10](=[O:14])[CH2:9][S:8][C:7]=1[NH:6][C:2](=[O:3])[O:4][CH3:5])#[N:13], predict the reactants needed to synthesize it. The reactants are: Cl[C:2]([O:4][CH3:5])=[O:3].[NH2:6][C:7]1[S:8][CH2:9][C:10](=[O:14])[C:11]=1[C:12]#[N:13].C(Cl)Cl.CO.Cl. (4) Given the product [Si:1]([O-:5])([O-:4])([O-:3])[O-:2].[Na+:6].[Na+:6].[Na+:6].[Na+:6].[OH-:2].[Na+:6], predict the reactants needed to synthesize it. The reactants are: [Si:1]([O-:5])([O-:4])([O-:3])[O-:2].[Na+:6].[Na+].[Na+].[Na+]. (5) Given the product [Cl:1][C:2]1[CH:7]=[C:6]([CH3:8])[CH:5]=[CH:4][C:3]=1[NH:9][C:10]([CH2:12][C@@H:13]([C:22]1[C:26]([CH:27]2[CH2:28][CH2:29]2)=[C:25]([C:30]2[CH:34]=[C:33]([C:35]([F:40])([F:41])[C:36]([CH3:37])([CH3:38])[CH3:39])[O:32][N:31]=2)[O:24][N:23]=1)[CH2:14][C:15]([OH:17])=[O:16])=[O:11], predict the reactants needed to synthesize it. The reactants are: [Cl:1][C:2]1[CH:7]=[C:6]([CH3:8])[CH:5]=[CH:4][C:3]=1[NH:9][C:10]([CH2:12][C@@H:13]([C:22]1[C:26]([CH:27]2[CH2:29][CH2:28]2)=[C:25]([C:30]2[CH:34]=[C:33]([C:35]([F:41])([F:40])[C:36]([CH3:39])([CH3:38])[CH3:37])[O:32][N:31]=2)[O:24][N:23]=1)[CH2:14][C:15]([O:17]C(C)(C)C)=[O:16])=[O:11].FC(F)(F)C(O)=O.